Task: Predict the reaction yield, written as a fraction of the theoretical maximum amount of product (1.0 means a 100% yield; for example, 0.34 means a 34% yield).. Dataset: Reaction yield outcomes from USPTO patents with 853,638 reactions (1) The yield is 0.420. The reactants are Cl[C:2]1[C:3]2[CH2:17][CH2:16][CH2:15][C:4]=2[N:5]=[C:6]([C:8]2[CH:13]=[CH:12][CH:11]=[C:10]([Cl:14])[CH:9]=2)[N:7]=1.[NH2:18][C:19]1[CH:24]=[CH:23][C:22]([CH2:25][C@H:26]([OH:28])[CH3:27])=[CH:21][CH:20]=1. The product is [Cl:14][C:10]1[CH:9]=[C:8]([C:6]2[N:7]=[C:2]([NH:18][C:19]3[CH:20]=[CH:21][C:22]([CH2:25][C@H:26]([OH:28])[CH3:27])=[CH:23][CH:24]=3)[C:3]3[CH2:17][CH2:16][CH2:15][C:4]=3[N:5]=2)[CH:13]=[CH:12][CH:11]=1. No catalyst specified. (2) The reactants are [NH2:1][C:2]1[C:3](=[O:15])[NH:4][C:5](=[S:14])[N:6]([CH2:9][CH2:10][CH2:11][CH2:12][CH3:13])[C:7]=1[NH2:8].[F:16][C:17]([F:28])([F:27])[C:18](O[C:18](=O)[C:17]([F:28])([F:27])[F:16])=O. No catalyst specified. The product is [CH2:9]([N:6]1[C:7]2[N:8]=[C:18]([C:17]([F:28])([F:27])[F:16])[NH:1][C:2]=2[C:3](=[O:15])[NH:4][C:5]1=[S:14])[CH2:10][CH2:11][CH2:12][CH3:13]. The yield is 0.559.